This data is from Forward reaction prediction with 1.9M reactions from USPTO patents (1976-2016). The task is: Predict the product of the given reaction. (1) Given the reactants [O-:1][CH2:2][CH3:3].[Na+].Cl[C:6]1[N:10]([C:11]2[CH:16]=[CH:15][CH:14]=[CH:13][CH:12]=2)[N:9]=[C:8]([CH3:17])[C:7]=1[CH:18]=[O:19].O, predict the reaction product. The product is: [CH2:2]([O:1][C:6]1[N:10]([C:11]2[CH:16]=[CH:15][CH:14]=[CH:13][CH:12]=2)[N:9]=[C:8]([CH3:17])[C:7]=1[CH:18]=[O:19])[CH3:3]. (2) Given the reactants [CH3:1][C:2]1[N:10]=[C:9]([C:11]([F:14])([F:13])[F:12])[CH:8]=[CH:7][C:3]=1[C:4]([OH:6])=[O:5].[C:15](Cl)(=O)[CH3:16], predict the reaction product. The product is: [CH3:1][C:2]1[N:10]=[C:9]([C:11]([F:14])([F:12])[F:13])[CH:8]=[CH:7][C:3]=1[C:4]([O:6][CH2:15][CH3:16])=[O:5]. (3) Given the reactants [N:1]1[C:10]2[C:5](=[CH:6][CH:7]=[CH:8][CH:9]=2)[CH:4]=[C:3]([S:11]([NH:14][C:15]2[CH:21]=[CH:20][CH:19]=[CH:18][C:16]=2[NH2:17])(=[O:13])=[O:12])[CH:2]=1.[Br:22][C:23]1[CH:28]=[CH:27][CH:26]=[CH:25][C:24]=1[N:29]=[C:30]=[O:31], predict the reaction product. The product is: [N:1]1[C:2]2[C:7](=[CH:6][CH:5]=[CH:4][C:3]=2[S:11]([NH:14][C:15]2[CH:21]=[CH:20][CH:19]=[CH:18][C:16]=2[NH:17][C:30]([NH:29][C:24]2[CH:25]=[CH:26][CH:27]=[CH:28][C:23]=2[Br:22])=[O:31])(=[O:12])=[O:13])[CH:8]=[CH:9][CH:10]=1. (4) Given the reactants [CH2:1]([O:8][C:9]([NH:11][C@H:12]([C:16]([O:18][C@@H:19]([CH:25]([CH3:27])[CH3:26])[C:20]([O:22][CH2:23]Cl)=[O:21])=[O:17])[CH:13]([CH3:15])[CH3:14])=[O:10])[C:2]1[CH:7]=[CH:6][CH:5]=[CH:4][CH:3]=1.[I-:28], predict the reaction product. The product is: [CH2:1]([O:8][C:9]([NH:11][C@H:12]([C:16]([O:18][C@@H:19]([CH:25]([CH3:27])[CH3:26])[C:20]([O:22][CH2:23][I:28])=[O:21])=[O:17])[CH:13]([CH3:15])[CH3:14])=[O:10])[C:2]1[CH:7]=[CH:6][CH:5]=[CH:4][CH:3]=1. (5) Given the reactants Br[C:2]1[CH:3]=[C:4]([CH3:12])[C:5]([O:8][CH:9]([CH3:11])[CH3:10])=[N:6][CH:7]=1.B1(C=C)OB([CH:19]=[CH2:20])OB(C=C)O1.C1C=CN=CC=1, predict the reaction product. The product is: [CH:9]([O:8][C:5]1[C:4]([CH3:12])=[CH:3][C:2]([CH:19]=[CH2:20])=[CH:7][N:6]=1)([CH3:11])[CH3:10].